The task is: Predict the reaction yield, written as a fraction of the theoretical maximum amount of product (1.0 means a 100% yield; for example, 0.34 means a 34% yield).. This data is from Reaction yield outcomes from USPTO patents with 853,638 reactions. (1) The yield is 0.890. The reactants are Br[C:2]1[C:7]([C:8]#[N:9])=[C:6]([N:10]2[CH2:15][CH2:14][CH:13]([C:16]3[CH:21]=[CH:20][CH:19]=[CH:18][CH:17]=3)[CH2:12][CH2:11]2)[CH:5]=[CH:4][N:3]=1.O.[NH2:23][NH2:24]. The catalyst is C1COCC1. The product is [C:8]([C:7]1[C:2]([NH:23][NH2:24])=[N:3][CH:4]=[CH:5][C:6]=1[N:10]1[CH2:15][CH2:14][CH:13]([C:16]2[CH:21]=[CH:20][CH:19]=[CH:18][CH:17]=2)[CH2:12][CH2:11]1)#[N:9]. (2) The reactants are [Br:1][C:2]1[CH:10]=[CH:9][CH:8]=[C:7]2[C:3]=1[C:4](O)([C:18]1[C:19]([OH:29])=[CH:20][C:21]3[O:25][C:24]([CH3:27])([CH3:26])[CH2:23][C:22]=3[CH:28]=1)[C:5](=[O:17])[N:6]2[CH2:11][C:12]([O:14][CH2:15][CH3:16])=[O:13].C([SiH](CC)CC)C.FC(F)(F)C(O)=O. The catalyst is ClCCl. The product is [Br:1][C:2]1[CH:10]=[CH:9][CH:8]=[C:7]2[C:3]=1[CH:4]([C:18]1[C:19]([OH:29])=[CH:20][C:21]3[O:25][C:24]([CH3:26])([CH3:27])[CH2:23][C:22]=3[CH:28]=1)[C:5](=[O:17])[N:6]2[CH2:11][C:12]([O:14][CH2:15][CH3:16])=[O:13]. The yield is 0.810. (3) The reactants are [NH2:1][N:2]1[C:7](=[O:8])[C:6]([C:9]2[NH:14][C:13]3[CH:15]=[CH:16][CH:17]=[CH:18][C:12]=3[S:11](=[O:20])(=[O:19])[N:10]=2)=[C:5]([OH:21])[C:4]2[S:22][CH:23]=[CH:24][C:3]1=2.[N:25]1[CH:30]=[CH:29][CH:28]=[CH:27][C:26]=1[CH:31]=O. The catalyst is CN(C)C(=O)C. The product is [O:19]=[S:11]1(=[O:20])[C:12]2[CH:18]=[CH:17][CH:16]=[CH:15][C:13]=2[NH:14][C:9]([C:6]2[C:7](=[O:8])[N:2]([N:1]=[CH:31][C:26]3[CH:27]=[CH:28][CH:29]=[CH:30][N:25]=3)[C:3]3[CH:24]=[CH:23][S:22][C:4]=3[C:5]=2[OH:21])=[N:10]1. The yield is 0.580. (4) The reactants are N1[C:14]2[C:5](=[CH:6][CH:7]=[C:8]3[C:13]=2N=CC=C3)C=CC=1.C(=CC(C=CC1C=CC=CC=1)=O)C1C=CC=CC=1.C(=O)([O-])[O-].[Cs+].[Cs+].[NH:39]1[CH:43]=[C:42]([C:44]2[C:45]([C:50]3[CH:55]=[CH:54][CH:53]=[CH:52][CH:51]=3)=[N:46][O:47][C:48]=2[CH3:49])[N:41]=[CH:40]1.IC1C=CC=CC=1.[Cl-].[NH4+]. The catalyst is C1(C)C=CC=CC=1. The product is [CH3:49][C:48]1[O:47][N:46]=[C:45]([C:50]2[CH:51]=[CH:52][CH:53]=[CH:54][CH:55]=2)[C:44]=1[C:42]1[N:41]=[CH:40][N:39]([C:5]2[CH:14]=[CH:13][CH:8]=[CH:7][CH:6]=2)[CH:43]=1. The yield is 0.130.